From a dataset of Peptide-MHC class I binding affinity with 185,985 pairs from IEDB/IMGT. Regression. Given a peptide amino acid sequence and an MHC pseudo amino acid sequence, predict their binding affinity value. This is MHC class I binding data. (1) The peptide sequence is GLDDSALDA. The MHC is HLA-A02:06 with pseudo-sequence HLA-A02:06. The binding affinity (normalized) is 0.293. (2) The peptide sequence is VVPLYDTPL. The MHC is HLA-A30:01 with pseudo-sequence HLA-A30:01. The binding affinity (normalized) is 0.0847. (3) The peptide sequence is VEIKTGFKL. The MHC is HLA-A03:01 with pseudo-sequence HLA-A03:01. The binding affinity (normalized) is 0.0847. (4) The peptide sequence is GKLDPTNTL. The MHC is HLA-B35:01 with pseudo-sequence HLA-B35:01. The binding affinity (normalized) is 0.0847. (5) The peptide sequence is WSTIWRQLY. The MHC is HLA-A02:03 with pseudo-sequence HLA-A02:03. The binding affinity (normalized) is 0.0847.